Dataset: Full USPTO retrosynthesis dataset with 1.9M reactions from patents (1976-2016). Task: Predict the reactants needed to synthesize the given product. Given the product [C:1]([O:5][C:6](=[O:11])[NH:7][CH2:8][C:9]#[C:10][C:14]1[CH:15]=[C:16]2[C:21](=[CH:22][CH:23]=1)[N:20]=[CH:19][N:18]=[C:17]2[NH:24][C:25]1[CH:30]=[CH:29][C:28]([O:31][C:32]2[CH:33]=[N:34][C:35]([CH3:38])=[CH:36][CH:37]=2)=[C:27]([CH3:39])[CH:26]=1)([CH3:4])([CH3:3])[CH3:2], predict the reactants needed to synthesize it. The reactants are: [C:1]([O:5][C:6](=[O:11])[NH:7][CH2:8][C:9]#[CH:10])([CH3:4])([CH3:3])[CH3:2].Cl.I[C:14]1[CH:15]=[C:16]2[C:21](=[CH:22][CH:23]=1)[N:20]=[CH:19][N:18]=[C:17]2[NH:24][C:25]1[CH:30]=[CH:29][C:28]([O:31][C:32]2[CH:33]=[N:34][C:35]([CH3:38])=[CH:36][CH:37]=2)=[C:27]([CH3:39])[CH:26]=1.C(NC(C)C)(C)C.